Task: Predict which catalyst facilitates the given reaction.. Dataset: Catalyst prediction with 721,799 reactions and 888 catalyst types from USPTO (1) Reactant: C[O:2][C:3]([C:5]1[O:9][C:8]([C:10]2[CH:15]=[CH:14][C:13]([C:16]([F:19])([F:18])[F:17])=[CH:12][CH:11]=2)=[N:7][C:6]=1[CH2:20][CH3:21])=O.[Li+].[BH4-]. Product: [CH2:20]([C:6]1[N:7]=[C:8]([C:10]2[CH:15]=[CH:14][C:13]([C:16]([F:19])([F:18])[F:17])=[CH:12][CH:11]=2)[O:9][C:5]=1[CH2:3][OH:2])[CH3:21]. The catalyst class is: 1. (2) Reactant: [C:1]([O:7][CH2:8][C@H:9]([C:15]1[C:37]([CH3:38])=[CH:36][C:18]2[N:19]=[C:20]([C:22]3[CH:27]=[CH:26][CH:25]=[C:24]([O:28][CH2:29][C:30]4[CH:35]=[CH:34][CH:33]=[CH:32][CH:31]=4)[CH:23]=3)[S:21][C:17]=2[C:16]=1Br)[O:10][C:11]([CH3:14])([CH3:13])[CH3:12])(=[O:6])[C:2]([CH3:5])([CH3:4])[CH3:3].[Cl:40][C:41]1[CH:46]=[CH:45][C:44](B(O)O)=[CH:43][CH:42]=1.C([O-])([O-])=O.[K+].[K+]. Product: [C:1]([O:7][CH2:8][C@H:9]([C:15]1[C:37]([CH3:38])=[CH:36][C:18]2[N:19]=[C:20]([C:22]3[CH:27]=[CH:26][CH:25]=[C:24]([O:28][CH2:29][C:30]4[CH:35]=[CH:34][CH:33]=[CH:32][CH:31]=4)[CH:23]=3)[S:21][C:17]=2[C:16]=1[C:44]1[CH:45]=[CH:46][C:41]([Cl:40])=[CH:42][CH:43]=1)[O:10][C:11]([CH3:14])([CH3:13])[CH3:12])(=[O:6])[C:2]([CH3:5])([CH3:4])[CH3:3]. The catalyst class is: 77. (3) Reactant: [C:1]([C:5]1[CH:6]=[CH:7][C:8]2[N:9]([C:22]3[CH:23]=[CH:24][C:25]4[N:26](S(C5C=CC(C)=CC=5)(=O)=O)[C:27]5[C:32]([C:33]=4[CH:34]=3)=[CH:31][CH:30]=[CH:29][CH:28]=5)[C:10]3[C:15]([C:16]=2[CH:17]=1)=[CH:14][C:13]([C:18]([CH3:21])([CH3:20])[CH3:19])=[CH:12][CH:11]=3)([CH3:4])([CH3:3])[CH3:2].[OH-].[K+].O1CCCC1.S(=O)(=O)(O)O. Product: [C:18]([C:13]1[CH:12]=[CH:11][C:10]2[N:9]([C:22]3[CH:23]=[CH:24][C:25]4[NH:26][C:27]5[C:32]([C:33]=4[CH:34]=3)=[CH:31][CH:30]=[CH:29][CH:28]=5)[C:8]3[C:16]([C:15]=2[CH:14]=1)=[CH:17][C:5]([C:1]([CH3:4])([CH3:3])[CH3:2])=[CH:6][CH:7]=3)([CH3:19])([CH3:20])[CH3:21]. The catalyst class is: 374. (4) Reactant: Cl[C:2]1[C:3]([C:19]([CH3:22])([CH3:21])[CH3:20])=[CH:4][C:5]2[N:6]([C:8]([C:11]3[C:16]([F:17])=[CH:15][CH:14]=[CH:13][C:12]=3[F:18])=[N:9][N:10]=2)[N:7]=1.[CH2:23]([N:25]1[C:29]([CH2:30][OH:31])=[N:28][CH:27]=[N:26]1)[CH3:24].[H-].[Na+]. Product: [F:18][C:12]1[CH:13]=[CH:14][CH:15]=[C:16]([F:17])[C:11]=1[C:8]1[N:6]2[N:7]=[C:2]([O:31][CH2:30][C:29]3[N:25]([CH2:23][CH3:24])[N:26]=[CH:27][N:28]=3)[C:3]([C:19]([CH3:22])([CH3:21])[CH3:20])=[CH:4][C:5]2=[N:10][N:9]=1. The catalyst class is: 3.